This data is from Forward reaction prediction with 1.9M reactions from USPTO patents (1976-2016). The task is: Predict the product of the given reaction. (1) The product is: [C:1]1([C@H:7]2[O:11][C:10](=[O:12])[NH:9][C@@H:8]2[C:13]2[CH:18]=[CH:17][N:16]=[C:15]([C:19]#[C:20][C:33]3[CH:28]=[N:29][CH:30]=[CH:31][CH:32]=3)[CH:14]=2)[CH:6]=[CH:5][CH:4]=[CH:3][CH:2]=1. Given the reactants [C:1]1([C@H:7]2[O:11][C:10](=[O:12])[NH:9][C@@H:8]2[C:13]2[CH:18]=[CH:17][N:16]=[C:15]([C:19]#[C:20]C3C=CC=CN=3)[CH:14]=2)[CH:6]=[CH:5][CH:4]=[CH:3][CH:2]=1.Br[C:28]1[CH:33]=[C:32]([C@@H]2[C@@H](C3C=CC=CC=3)OC(=O)N2)[CH:31]=[CH:30][N:29]=1.C[Si](C#CC1C=NC=CC=1)(C)C, predict the reaction product. (2) The product is: [Br:8][C:5]1[CH:6]=[CH:7][C:2]2[N:3]([CH:10]=[CH:11][N:1]=2)[CH:4]=1. Given the reactants [NH2:1][C:2]1[CH:7]=[CH:6][C:5]([Br:8])=[CH:4][N:3]=1.Cl[CH2:10][CH:11]=O, predict the reaction product. (3) Given the reactants Cl.N[C@H]1C(=O)NC2C=CC=CC=2OC1.[Cl:15][C:16]1[CH:17]=[C:18]2[C:22](=[CH:23][CH:24]=1)[NH:21][C:20]([C:25]([NH:27][C@@H:28]1[C:34](=[O:35])[NH:33][C:32]3[CH:36]=[CH:37][CH:38]=[CH:39][C:31]=3[O:30][CH2:29]1)=[O:26])=[CH:19]2.Cl.N[C@@H]1C(=O)NC2C=CC=CC=2OC1, predict the reaction product. The product is: [Cl:15][C:16]1[CH:17]=[C:18]2[C:22](=[CH:23][CH:24]=1)[NH:21][C:20]([C:25]([NH:27][C@H:28]1[C:34](=[O:35])[NH:33][C:32]3[CH:36]=[CH:37][CH:38]=[CH:39][C:31]=3[O:30][CH2:29]1)=[O:26])=[CH:19]2. (4) Given the reactants [F:1][C:2]1([F:65])[CH2:7][CH2:6][CH:5]([C:8]2[C:17]3[C@@H:16]([O:18]CC4C=CC(OC)=CC=4)[CH2:15][C:14]([CH3:29])([CH3:28])[CH2:13][C:12]=3[N:11]=[C:10]([CH:30]3[CH2:35][CH2:34][N:33]([C:36]4[N:41]=[CH:40][C:39]([O:42][CH2:43][C:44]5([CH3:52])[CH2:49][O:48]C(C)(C)[O:46][CH2:45]5)=[CH:38][N:37]=4)[CH2:32][CH2:31]3)[C:9]=2[C@@H:53]([F:64])[C:54]2[CH:59]=[CH:58][C:57]([C:60]([F:63])([F:62])[F:61])=[CH:56][CH:55]=2)[CH2:4][CH2:3]1.Cl.C(=O)([O-])O.[Na+], predict the reaction product. The product is: [F:65][C:2]1([F:1])[CH2:3][CH2:4][CH:5]([C:8]2[C:17]3[C@@H:16]([OH:18])[CH2:15][C:14]([CH3:28])([CH3:29])[CH2:13][C:12]=3[N:11]=[C:10]([CH:30]3[CH2:35][CH2:34][N:33]([C:36]4[N:41]=[CH:40][C:39]([O:42][CH2:43][C:44]([CH2:49][OH:48])([CH3:52])[CH2:45][OH:46])=[CH:38][N:37]=4)[CH2:32][CH2:31]3)[C:9]=2[C@@H:53]([F:64])[C:54]2[CH:59]=[CH:58][C:57]([C:60]([F:61])([F:63])[F:62])=[CH:56][CH:55]=2)[CH2:6][CH2:7]1. (5) Given the reactants [CH2:1]([SH:8])[C:2]1[CH:7]=[CH:6][CH:5]=[CH:4][CH:3]=1.F[C:10]1[CH:17]=[CH:16][CH:15]=[CH:14][C:11]=1[C:12]#[N:13], predict the reaction product. The product is: [C:2]1([C:1]2[S:8][C:10]3[CH:17]=[CH:16][CH:15]=[CH:14][C:11]=3[C:12]=2[NH2:13])[CH:7]=[CH:6][CH:5]=[CH:4][CH:3]=1.